This data is from Peptide-MHC class I binding affinity with 185,985 pairs from IEDB/IMGT. The task is: Regression. Given a peptide amino acid sequence and an MHC pseudo amino acid sequence, predict their binding affinity value. This is MHC class I binding data. (1) The peptide sequence is FQPQNGYFI. The MHC is H-2-Kb with pseudo-sequence H-2-Kb. The binding affinity (normalized) is 0.0258. (2) The peptide sequence is FSYNVAYAI. The MHC is HLA-C08:02 with pseudo-sequence YYAGYREKYRQTDVSNLYLRYNFYTWAERAYTWY. The binding affinity (normalized) is 0.519. (3) The peptide sequence is GVPKTHLEL. The MHC is HLA-A32:15 with pseudo-sequence HLA-A32:15. The binding affinity (normalized) is 0.0847. (4) The peptide sequence is ELFARSSDPR. The MHC is HLA-A03:01 with pseudo-sequence HLA-A03:01. The binding affinity (normalized) is 0.0847. (5) The peptide sequence is NPDIVIYQY. The MHC is HLA-B08:01 with pseudo-sequence HLA-B08:01. The binding affinity (normalized) is 0. (6) The peptide sequence is NASPVAQSY. The MHC is HLA-B15:01 with pseudo-sequence HLA-B15:01. The binding affinity (normalized) is 0.848.